The task is: Regression. Given two drug SMILES strings and cell line genomic features, predict the synergy score measuring deviation from expected non-interaction effect.. This data is from NCI-60 drug combinations with 297,098 pairs across 59 cell lines. (1) Drug 1: CC1C(C(=O)NC(C(=O)N2CCCC2C(=O)N(CC(=O)N(C(C(=O)O1)C(C)C)C)C)C(C)C)NC(=O)C3=C4C(=C(C=C3)C)OC5=C(C(=O)C(=C(C5=N4)C(=O)NC6C(OC(=O)C(N(C(=O)CN(C(=O)C7CCCN7C(=O)C(NC6=O)C(C)C)C)C)C(C)C)C)N)C. Drug 2: C1CN(CCN1C(=O)CCBr)C(=O)CCBr. Cell line: HOP-62. Synergy scores: CSS=31.6, Synergy_ZIP=-3.44, Synergy_Bliss=-2.27, Synergy_Loewe=-19.0, Synergy_HSA=-8.14. (2) Drug 1: C1CC2CC3=C(CC1C24CN(S(=O)(=O)N4)CC(F)(F)F)C=CC(=C3)C=CCN5CCC(CC5)C(F)(F)F. Drug 2: CC1=C2C(C(=O)C3(C(CC4C(C3C(C(C2(C)C)(CC1OC(=O)C(C(C5=CC=CC=C5)NC(=O)C6=CC=CC=C6)O)O)OC(=O)C7=CC=CC=C7)(CO4)OC(=O)C)O)C)OC(=O)C. Cell line: SW-620. Synergy scores: CSS=48.1, Synergy_ZIP=6.50, Synergy_Bliss=6.01, Synergy_Loewe=-10.00, Synergy_HSA=7.30. (3) Drug 1: C1=CC(=CC=C1CCC2=CNC3=C2C(=O)NC(=N3)N)C(=O)NC(CCC(=O)O)C(=O)O. Drug 2: CC1OCC2C(O1)C(C(C(O2)OC3C4COC(=O)C4C(C5=CC6=C(C=C35)OCO6)C7=CC(=C(C(=C7)OC)O)OC)O)O. Cell line: A549. Synergy scores: CSS=53.2, Synergy_ZIP=-0.674, Synergy_Bliss=-1.57, Synergy_Loewe=3.48, Synergy_HSA=6.04. (4) Drug 1: CNC(=O)C1=CC=CC=C1SC2=CC3=C(C=C2)C(=NN3)C=CC4=CC=CC=N4. Drug 2: CC1=C2C(C(=O)C3(C(CC4C(C3C(C(C2(C)C)(CC1OC(=O)C(C(C5=CC=CC=C5)NC(=O)OC(C)(C)C)O)O)OC(=O)C6=CC=CC=C6)(CO4)OC(=O)C)OC)C)OC. Cell line: HCT-15. Synergy scores: CSS=72.3, Synergy_ZIP=17.3, Synergy_Bliss=18.4, Synergy_Loewe=-30.8, Synergy_HSA=18.2. (5) Drug 1: CC1=C(C(CCC1)(C)C)C=CC(=CC=CC(=CC(=O)O)C)C. Drug 2: C1CN(P(=O)(OC1)NCCCl)CCCl. Cell line: OVCAR-8. Synergy scores: CSS=1.08, Synergy_ZIP=0.356, Synergy_Bliss=1.21, Synergy_Loewe=-1.07, Synergy_HSA=-1.01. (6) Drug 1: CC1=C(C=C(C=C1)NC2=NC=CC(=N2)N(C)C3=CC4=NN(C(=C4C=C3)C)C)S(=O)(=O)N.Cl. Drug 2: CCCCCOC(=O)NC1=NC(=O)N(C=C1F)C2C(C(C(O2)C)O)O. Cell line: 786-0. Synergy scores: CSS=4.91, Synergy_ZIP=-0.962, Synergy_Bliss=2.17, Synergy_Loewe=0.943, Synergy_HSA=1.71. (7) Drug 1: CCC1=CC2CC(C3=C(CN(C2)C1)C4=CC=CC=C4N3)(C5=C(C=C6C(=C5)C78CCN9C7C(C=CC9)(C(C(C8N6C)(C(=O)OC)O)OC(=O)C)CC)OC)C(=O)OC.C(C(C(=O)O)O)(C(=O)O)O. Drug 2: C1CCC(CC1)NC(=O)N(CCCl)N=O. Cell line: A549. Synergy scores: CSS=37.4, Synergy_ZIP=-7.36, Synergy_Bliss=-6.57, Synergy_Loewe=-34.5, Synergy_HSA=-5.58.